From a dataset of Forward reaction prediction with 1.9M reactions from USPTO patents (1976-2016). Predict the product of the given reaction. Given the reactants [CH3:1][S:2](Cl)(=[O:4])=[O:3].C(N(CC)CC)C.[OH:13][CH:14]1[CH2:19][CH2:18][C:17](=[O:20])[CH2:16][CH2:15]1, predict the reaction product. The product is: [CH3:1][S:2]([O:20][CH:17]1[CH2:18][CH2:19][C:14](=[O:13])[CH2:15][CH2:16]1)(=[O:4])=[O:3].